This data is from Forward reaction prediction with 1.9M reactions from USPTO patents (1976-2016). The task is: Predict the product of the given reaction. Given the reactants C([O-])(=O)C.[NH4+:5].[F:6][C:7]1[C:8]([I:22])=[C:9]([CH3:21])[C:10]2[C:15](=O)[O:14]C(=O)[NH:12][C:11]=2[C:18]=1[O:19][CH3:20], predict the reaction product. The product is: [NH2:12][C:11]1[C:18]([O:19][CH3:20])=[C:7]([F:6])[C:8]([I:22])=[C:9]([CH3:21])[C:10]=1[C:15]([NH2:5])=[O:14].